This data is from Full USPTO retrosynthesis dataset with 1.9M reactions from patents (1976-2016). The task is: Predict the reactants needed to synthesize the given product. (1) Given the product [C:1]([O:5][C:6](=[O:26])[C:7]([S:10][C:11]1[S:12][CH:13]=[C:14]([CH2:16][CH2:17][N:18]([C:19]2[CH:20]=[CH:21][C:22]([Cl:25])=[CH:23][CH:24]=2)[CH2:21][CH2:20][CH2:19][CH2:24][CH2:23][CH2:27][CH3:28])[N:15]=1)([CH3:9])[CH3:8])([CH3:2])([CH3:3])[CH3:4], predict the reactants needed to synthesize it. The reactants are: [C:1]([O:5][C:6](=[O:26])[C:7]([S:10][C:11]1[S:12][CH:13]=[C:14]([CH2:16][CH2:17][NH:18][C:19]2[CH:24]=[CH:23][C:22]([Cl:25])=[CH:21][CH:20]=2)[N:15]=1)([CH3:9])[CH3:8])([CH3:4])([CH3:3])[CH3:2].[C:27](O)(=O)[CH3:28].C(=O)([O-])O.[Na+]. (2) The reactants are: [NH2:1][N:2]1[C:11](=[O:12])[C:10]2[C:5](=[N:6][CH:7]=[CH:8][N:9]=2)[N:4]=[C:3]1[C:13]1[CH:18]=[CH:17][C:16]([F:19])=[CH:15][CH:14]=1.[Br:20][C:21]1[CH:28]=[CH:27][C:24]([CH:25]=O)=[CH:23][CH:22]=1.C(O[BH-](OC(=O)C)OC(=O)C)(=O)C.[Na+].C(OCC)(=O)C. Given the product [Br:20][C:21]1[CH:28]=[CH:27][C:24](/[CH:25]=[N:1]/[N:2]2[C:11](=[O:12])[C:10]3[C:5](=[N:6][CH:7]=[CH:8][N:9]=3)[N:4]=[C:3]2[C:13]2[CH:18]=[CH:17][C:16]([F:19])=[CH:15][CH:14]=2)=[CH:23][CH:22]=1, predict the reactants needed to synthesize it. (3) Given the product [CH3:1][S:2][C:3]1[CH:19]=[CH:18][CH:17]=[CH:16][C:4]=1[CH2:5][N:6]1[C:11]([CH3:12])=[CH:10][C:9]([OH:13])=[C:8]([Cl:20])[C:7]1=[O:15], predict the reactants needed to synthesize it. The reactants are: [CH3:1][S:2][C:3]1[CH:19]=[CH:18][CH:17]=[CH:16][C:4]=1[CH2:5][N:6]1[C:11]([CH3:12])=[CH:10][C:9]([OH:13])=[C:8](I)[C:7]1=[O:15].[Cl-:20].[Li+].